This data is from CYP2C9 inhibition data for predicting drug metabolism from PubChem BioAssay. The task is: Regression/Classification. Given a drug SMILES string, predict its absorption, distribution, metabolism, or excretion properties. Task type varies by dataset: regression for continuous measurements (e.g., permeability, clearance, half-life) or binary classification for categorical outcomes (e.g., BBB penetration, CYP inhibition). Dataset: cyp2c9_veith. (1) The molecule is O=C(Nc1ccc2c(c1)OCCO2)C1CCN(C(=O)c2ccccc2)CC1. The result is 0 (non-inhibitor). (2) The drug is CCn1ncc(C(=O)Nc2cc(C)on2)c1C. The result is 0 (non-inhibitor). (3) The drug is CN1CCN(c2ncc3nc(-c4cn(C)c5ccccc45)c(=O)n(-c4ccccc4)c3n2)CC1. The result is 0 (non-inhibitor).